Dataset: Catalyst prediction with 721,799 reactions and 888 catalyst types from USPTO. Task: Predict which catalyst facilitates the given reaction. (1) Reactant: [NH2:1][C:2]1[CH:3]=[C:4]([CH:9]=[CH:10][C:11]=1[O:12][CH3:13])[C:5]([O:7][CH3:8])=[O:6].[C:14](Cl)(=[O:18])[CH:15]([CH3:17])[CH3:16].Cl. Product: [C:14]([NH:1][C:2]1[CH:3]=[C:4]([CH:9]=[CH:10][C:11]=1[O:12][CH3:13])[C:5]([O:7][CH3:8])=[O:6])(=[O:18])[CH:15]([CH3:17])[CH3:16]. The catalyst class is: 2. (2) Reactant: [CH2:1]([C:5]1[N:6]([CH2:29][C:30]2[CH:35]=[CH:34][CH:33]=[CH:32][C:31]=2[Cl:36])[C:7]([CH2:10][C:11]([CH2:22][C:23]2[CH:28]=[CH:27][CH:26]=[CH:25][CH:24]=2)(C(OCC)=O)[C:12]([O:14]CC)=[O:13])=[CH:8][N:9]=1)[CH2:2][CH2:3][CH3:4].[OH-].[K+].O. Product: [CH2:1]([C:5]1[N:6]([CH2:29][C:30]2[CH:35]=[CH:34][CH:33]=[CH:32][C:31]=2[Cl:36])[C:7]([CH2:10][CH:11]([CH2:22][C:23]2[CH:28]=[CH:27][CH:26]=[CH:25][CH:24]=2)[C:12]([OH:14])=[O:13])=[CH:8][N:9]=1)[CH2:2][CH2:3][CH3:4]. The catalyst class is: 8. (3) Reactant: [C:1](Cl)(=[O:5])[CH2:2][CH2:3][CH3:4].[N+:7]([C:10]1[CH:11]=[C:12]2[C:16](=[CH:17][CH:18]=1)[NH:15][N:14]=[C:13]2[NH2:19])([O-:9])=[O:8]. Product: [N+:7]([C:10]1[CH:11]=[C:12]2[C:16](=[CH:17][CH:18]=1)[NH:15][N:14]=[C:13]2[NH:19][C:1](=[O:5])[CH2:2][CH2:3][CH3:4])([O-:9])=[O:8]. The catalyst class is: 17. (4) Reactant: C([Li])CCC.C(N[CH:10]([CH3:12])[CH3:11])(C)C.[F:13][C:14]1C=NC=C[C:19]=1[I:20].[C:21](OCC)(=[O:27])[C:22]([O:24][CH2:25][CH3:26])=[O:23].[Cl-].[NH4+:32]. Product: [CH2:25]([O:24][C:22](=[O:23])[C:21]([C:11]1[CH:10]=[CH:12][N:32]=[C:19]([I:20])[C:14]=1[F:13])=[O:27])[CH3:26]. The catalyst class is: 7.